This data is from Forward reaction prediction with 1.9M reactions from USPTO patents (1976-2016). The task is: Predict the product of the given reaction. (1) The product is: [C:12]([C:23]1[CH:28]=[CH:27][C:26]([NH:31][C:8]([C:7]2[C:2]([NH:35][CH2:34][C:33]3[CH:49]=[CH:47][N:46]=[CH:50][CH:52]=3)=[N:3][C:4]([F:11])=[CH:5][CH:6]=2)=[O:10])=[CH:25][CH:24]=1)([CH3:15])([CH3:14])[CH3:13]. Given the reactants F[C:2]1[C:7]([C:8]([OH:10])=O)=[CH:6][CH:5]=[C:4]([F:11])[N:3]=1.[C:12](NC1C=CC=CC=1)([CH3:15])([CH3:14])[CH3:13].[CH:23]1[CH:24]=[CH:25][C:26]2[N:31](O)N=N[C:27]=2[CH:28]=1.[CH3:33][CH2:34][N:35]=C=NCCCN(C)C.CC[N:46]([CH:50]([CH3:52])C)[CH:47]([CH3:49])C, predict the reaction product. (2) Given the reactants [CH2:1]([C@@H:5]1[NH:10][CH2:9][C@H:8]([C:11]2[CH:16]=[CH:15][CH:14]=[CH:13][CH:12]=2)[NH:7][C:6]1=[O:17])[CH:2]([CH3:4])[CH3:3].[Cl:18][C:19]1[CH:24]=[CH:23][C:22]([C@@H:25]2[CH2:27][C@H:26]2[C:28](O)=[O:29])=[CH:21][CH:20]=1.C([C@@H]1N(C(=O)/C=C/C2C=CC=CC=2)C[C@H](CC(C)C)NC1=O)C(C)C, predict the reaction product. The product is: [Cl:18][C:19]1[CH:20]=[CH:21][C:22]([C@@H:25]2[CH2:27][C@H:26]2[C:28]([N:10]2[CH2:9][C@H:8]([C:11]3[CH:12]=[CH:13][CH:14]=[CH:15][CH:16]=3)[NH:7][C:6](=[O:17])[C@@H:5]2[CH2:1][CH:2]([CH3:4])[CH3:3])=[O:29])=[CH:23][CH:24]=1. (3) Given the reactants C(OC(=O)[NH:7][CH2:8][CH2:9][NH:10][C:11]1[N:12]=[N:13][C:14]([C:28]#[N:29])=[C:15]([N:17]2[CH2:23][CH2:22][C:21]3[CH:24]=[CH:25][CH:26]=[CH:27][C:20]=3[CH2:19][CH2:18]2)[N:16]=1)(C)(C)C.[F:31][C:32]([F:37])([F:36])[C:33]([OH:35])=[O:34], predict the reaction product. The product is: [F:31][C:32]([F:37])([F:36])[C:33]([OH:35])=[O:34].[NH2:7][CH2:8][CH2:9][NH:10][C:11]1[N:12]=[N:13][C:14]([C:28]#[N:29])=[C:15]([N:17]2[CH2:23][CH2:22][C:21]3[CH:24]=[CH:25][CH:26]=[CH:27][C:20]=3[CH2:19][CH2:18]2)[N:16]=1.